This data is from Reaction yield outcomes from USPTO patents with 853,638 reactions. The task is: Predict the reaction yield, written as a fraction of the theoretical maximum amount of product (1.0 means a 100% yield; for example, 0.34 means a 34% yield). (1) The reactants are Br[C:2]1[CH:7]=[CH:6][CH:5]=[C:4]([Br:8])[CH:3]=1.C([Li])CCC.[O:14]1[CH:18]=[CH:17][C:16]([C:19]#[N:20])=[CH:15]1.[BH4-].[Na+].[Cl-].[NH4+]. The product is [Br:8][C:4]1[CH:3]=[C:2]([CH:19]([C:16]2[CH:17]=[CH:18][O:14][CH:15]=2)[NH2:20])[CH:7]=[CH:6][CH:5]=1. The yield is 0.200. The catalyst is C(OCC)C.CO. (2) The reactants are Cl[C:2]1[C:3]2[S:10][C:9]([C:11]3[CH2:12][CH2:13][N:14]([C:17]([O:19][C:20]([CH3:23])([CH3:22])[CH3:21])=[O:18])[CH2:15][CH:16]=3)=[CH:8][C:4]=2[N:5]=[CH:6][N:7]=1.[CH3:24][C:25]1[CH:30]=[CH:29][C:28]([S:31]([NH:34][C:35]2[CH:40]=[CH:39][C:38](B3OC(C)(C)C(C)(C)O3)=[CH:37][CH:36]=2)(=[O:33])=[O:32])=[CH:27][CH:26]=1.C(=O)([O-])[O-].[K+].[K+]. The yield is 0.270. The product is [C:25]1([CH3:24])[CH:26]=[CH:27][C:28]([S:31]([NH:34][C:35]2[CH:40]=[CH:39][C:38]([C:2]3[C:3]4[S:10][C:9]([C:11]5[CH2:12][CH2:13][N:14]([C:17]([O:19][C:20]([CH3:23])([CH3:22])[CH3:21])=[O:18])[CH2:15][CH:16]=5)=[CH:8][C:4]=4[N:5]=[CH:6][N:7]=3)=[CH:37][CH:36]=2)(=[O:32])=[O:33])=[CH:29][CH:30]=1. The catalyst is C(#N)C.C1C=CC(P(C2C=CC=CC=2)[C-]2C=CC=C2)=CC=1.C1C=CC(P(C2C=CC=CC=2)[C-]2C=CC=C2)=CC=1.Cl[Pd]Cl.[Fe+2]. (3) The reactants are [S:1]1[C:6]2[CH:7]=[CH:8][CH:9]=[CH:10][C:5]=2[NH:4][C:3](=[O:11])[CH2:2]1.Br[CH2:13][C@H:14]([CH3:24])[CH2:15][O:16][Si:17]([C:20]([CH3:23])([CH3:22])[CH3:21])([CH3:19])[CH3:18].C(=O)([O-])[O-].[Cs+].[Cs+]. The catalyst is CN(C=O)C. The product is [C:20]([Si:17]([CH3:18])([CH3:19])[O:16][CH2:15][C@@H:14]([CH3:13])[CH2:24][N:4]1[C:5]2[CH:10]=[CH:9][CH:8]=[CH:7][C:6]=2[S:1][CH2:2][C:3]1=[O:11])([CH3:23])([CH3:22])[CH3:21]. The yield is 0.700. (4) The reactants are Br[C:2]1[S:6][C:5]([N:7]2[CH:12]3[CH2:13][CH2:14][CH:8]2[CH2:9][O:10][CH2:11]3)=[N:4][C:3]=1[C:15]1[CH:20]=[CH:19][C:18]([Cl:21])=[CH:17][CH:16]=1.C(O)C.[NH2:25][S:26]([C:29]1[CH:34]=[CH:33][C:32](B(O)O)=[CH:31][CH:30]=1)(=[O:28])=[O:27].C(=O)([O-])[O-].[K+].[K+]. The catalyst is C1(C)C=CC=CC=1.C1C=CC([P]([Pd]([P](C2C=CC=CC=2)(C2C=CC=CC=2)C2C=CC=CC=2)([P](C2C=CC=CC=2)(C2C=CC=CC=2)C2C=CC=CC=2)[P](C2C=CC=CC=2)(C2C=CC=CC=2)C2C=CC=CC=2)(C2C=CC=CC=2)C2C=CC=CC=2)=CC=1. The product is [CH:12]12[N:7]([C:5]3[S:6][C:2]([C:32]4[CH:33]=[CH:34][C:29]([S:26]([NH2:25])(=[O:28])=[O:27])=[CH:30][CH:31]=4)=[C:3]([C:15]4[CH:20]=[CH:19][C:18]([Cl:21])=[CH:17][CH:16]=4)[N:4]=3)[CH:8]([CH2:14][CH2:13]1)[CH2:9][O:10][CH2:11]2. The yield is 0.417. (5) The reactants are [CH3:1][O:2][C:3](=[O:23])[CH:4]=[CH:5][C:6]1[CH:22]=[CH:21][C:9]2[N:10]([CH2:17][CH2:18][CH2:19][OH:20])[C:11]([CH2:13][CH:14]([CH3:16])[CH3:15])=[N:12][C:8]=2[CH:7]=1.[H][H]. The catalyst is CO.[Pd]. The product is [CH3:1][O:2][C:3](=[O:23])[CH2:4][CH2:5][C:6]1[CH:22]=[CH:21][C:9]2[N:10]([CH2:17][CH2:18][CH2:19][OH:20])[C:11]([CH2:13][CH:14]([CH3:16])[CH3:15])=[N:12][C:8]=2[CH:7]=1. The yield is 1.00. (6) The reactants are [Cl:1][C:2]1[CH:10]=[C:9]([CH:11]([O:14][CH2:15][C:16]2([C:29]3[CH:34]=[CH:33][C:32]([F:35])=[CH:31][CH:30]=3)[CH2:21][CH2:20][N:19]([C:22]([O:24][C:25]([CH3:28])([CH3:27])[CH3:26])=[O:23])[CH2:18][CH2:17]2)[CH2:12]O)[C:8]2[C:4](=[CH:5][N:6]([CH2:36][O:37][CH2:38][CH2:39][Si:40]([CH3:43])([CH3:42])[CH3:41])[N:7]=2)[CH:3]=1.C(#N)C.C(N(C(C)C)CC)(C)C.F.F.F.C(N(C(C)C)CC)(C)C.[F:68]C(F)(S(F)(=O)=O)C(F)(F)C(F)(F)C(F)(F)F.C([O-])(O)=O.[Na+]. The catalyst is CCOCC. The product is [Cl:1][C:2]1[CH:10]=[C:9]([CH:11]([O:14][CH2:15][C:16]2([C:29]3[CH:34]=[CH:33][C:32]([F:35])=[CH:31][CH:30]=3)[CH2:21][CH2:20][N:19]([C:22]([O:24][C:25]([CH3:26])([CH3:27])[CH3:28])=[O:23])[CH2:18][CH2:17]2)[CH2:12][F:68])[C:8]2[C:4](=[CH:5][N:6]([CH2:36][O:37][CH2:38][CH2:39][Si:40]([CH3:42])([CH3:43])[CH3:41])[N:7]=2)[CH:3]=1. The yield is 0.950. (7) The reactants are [Cl-].O[NH3+:3].[C:4](=[O:7])([O-:6])O.[Na+].CS(C)=O.[C:13]([C:15]1[CH:20]=[CH:19][CH:18]=[CH:17][C:16]=1[C:21]1[CH:26]=[CH:25][C:24]([CH2:27][C:28]2[C:33](=[O:34])[N:32]([CH2:35][C:36]3[CH:45]=[CH:44][CH:43]=[CH:42][C:37]=3[C:38]([O:40][CH3:41])=[O:39])[C:31]([CH3:46])=[N:30][C:29]=2[CH2:47][CH2:48][CH3:49])=[CH:23][CH:22]=1)#[N:14]. The catalyst is C(OCC)(=O)C. The product is [CH3:46][C:31]1[N:32]([CH2:35][C:36]2[CH:45]=[CH:44][CH:43]=[CH:42][C:37]=2[C:38]([O:40][CH3:41])=[O:39])[C:33](=[O:34])[C:28]([CH2:27][C:24]2[CH:23]=[CH:22][C:21]([C:16]3[CH:17]=[CH:18][CH:19]=[CH:20][C:15]=3[C:13]3[NH:3][C:4](=[O:7])[O:6][N:14]=3)=[CH:26][CH:25]=2)=[C:29]([CH2:47][CH2:48][CH3:49])[N:30]=1. The yield is 0.370.